This data is from Forward reaction prediction with 1.9M reactions from USPTO patents (1976-2016). The task is: Predict the product of the given reaction. (1) Given the reactants [CH3:1][C:2]1[CH:7]=[CH:6][C:5]([N+:8]([O-])=O)=[CH:4][C:3]=1[NH:11][C:12]1[O:13][C:14]([C:17]2[CH:22]=[CH:21][N:20]=[CH:19][CH:18]=2)=[CH:15][N:16]=1.O.NN, predict the reaction product. The product is: [CH3:1][C:2]1[CH:7]=[CH:6][C:5]([NH2:8])=[CH:4][C:3]=1[NH:11][C:12]1[O:13][C:14]([C:17]2[CH:22]=[CH:21][N:20]=[CH:19][CH:18]=2)=[CH:15][N:16]=1. (2) Given the reactants [CH2:1]([O:3][C:4](=[O:27])[NH:5][C:6]1[CH:11]=[CH:10][CH:9]=[C:8]([CH2:12][C:13]2[C:18](=[O:19])[CH:17]=[CH:16][N:15]([C:20]3[CH:25]=[CH:24][CH:23]=[C:22]([OH:26])[CH:21]=3)[N:14]=2)[CH:7]=1)[CH3:2].C([O-])([O-])=O.[Cs+].[Cs+].Br[CH2:35][CH3:36].O, predict the reaction product. The product is: [CH2:35]([O:26][C:22]1[CH:21]=[C:20]([N:15]2[CH:16]=[CH:17][C:18](=[O:19])[C:13]([CH2:12][C:8]3[CH:7]=[C:6]([NH:5][C:4](=[O:27])[O:3][CH2:1][CH3:2])[CH:11]=[CH:10][CH:9]=3)=[N:14]2)[CH:25]=[CH:24][CH:23]=1)[CH3:36]. (3) Given the reactants [CH3:1][O:2][C:3]1[CH:4]=[C:5]([NH:15][C:16]2[N:20]=[C:19]([NH2:21])[NH:18][N:17]=2)[CH:6]=[CH:7][C:8]=1[N:9]1[CH:13]=[C:12]([CH3:14])[N:11]=[CH:10]1.[Cl:22][C:23]1[CH:37]=[CH:36][CH:35]=[CH:34][C:24]=1[C:25](/[C:27](=[CH:30]/N(C)C)/[C:28]#[N:29])=O, predict the reaction product. The product is: [Cl:22][C:23]1[CH:37]=[CH:36][CH:35]=[CH:34][C:24]=1[C:25]1[N:18]2[N:17]=[C:16]([NH:15][C:5]3[CH:6]=[CH:7][C:8]([N:9]4[CH:13]=[C:12]([CH3:14])[N:11]=[CH:10]4)=[C:3]([O:2][CH3:1])[CH:4]=3)[N:20]=[C:19]2[N:21]=[CH:30][C:27]=1[C:28]#[N:29]. (4) Given the reactants [OH:1][C:2]1[CH:11]=[C:10]([OH:12])[C:9]([C:13](=[O:16])[CH2:14][CH3:15])=[C:8]2[C:3]=1[C:4]([CH2:18][CH2:19][CH3:20])=[CH:5][C:6](=[O:17])[O:7]2.[CH3:21][C:22]([CH3:26])=[CH:23][CH:24]=O.O.C1(C)C=CC(S(O)(=O)=O)=CC=1, predict the reaction product. The product is: [OH:12][C:10]1[C:11]2[CH:24]=[CH:23][C:22]([CH3:26])([CH3:21])[O:1][C:2]=2[C:3]2[C:4]([CH2:18][CH2:19][CH3:20])=[CH:5][C:6](=[O:17])[O:7][C:8]=2[C:9]=1[C:13](=[O:16])[CH2:14][CH3:15]. (5) Given the reactants [NH2:1][C:2]1[CH:3]=[C:4]2[C:9](=[CH:10][CH:11]=1)[N:8]=[CH:7][C:6]([C:12]#[N:13])=[C:5]2[NH:14][C:15]1[CH:20]=[CH:19][C:18]([F:21])=[C:17]([Cl:22])[CH:16]=1.[N:23]1[CH:28]=[CH:27][N:26]=[CH:25][C:24]=1[C:29](=O)[CH3:30].[BH3-]C#N.[Na+], predict the reaction product. The product is: [Cl:22][C:17]1[CH:16]=[C:15]([NH:14][C:5]2[C:4]3[C:9](=[CH:10][CH:11]=[C:2]([NH:1][CH:29]([C:24]4[CH:25]=[N:26][CH:27]=[CH:28][N:23]=4)[CH3:30])[CH:3]=3)[N:8]=[CH:7][C:6]=2[C:12]#[N:13])[CH:20]=[CH:19][C:18]=1[F:21]. (6) Given the reactants C(OC(N[C:9]1[C:10]([CH3:21])=[C:11]([C:17](I)=[CH:18][CH:19]=1)[CH2:12][O:13][C:14](=[O:16])[CH3:15])=O)(C)(C)C.[CH2:22]=[C:23]1[CH2:28][CH2:27][O:26][C:24]1=[O:25].[C:29]([O-:32])(=[O:31])C.[K+], predict the reaction product. The product is: [C:14]([O:13][CH2:12][C:11]1[C:17]([CH2:22][C:23]2[C:24](=[O:25])[O:26][CH2:27][CH:28]=2)=[CH:18][CH:19]=[C:9]([C:29]([O:32][C:10]([CH3:21])([CH3:11])[CH3:9])=[O:31])[C:10]=1[CH3:21])(=[O:16])[CH3:15]. (7) Given the reactants [CH3:1][C:2]1[C:6]([C:7]2[C:16]3[O:15][CH2:14][C@H:13]([C:17]4[CH:22]=[CH:21][CH:20]=[CH:19][N:18]=4)[N:12]4C(C=C)=[N:24][C:10]([C:11]=34)=[CH:9][CH:8]=2)=[C:5]([CH3:27])[O:4][N:3]=1.S([O-])([O-])=[O:29].[Na+].[Na+].[C:34]([OH:38])([CH3:37])([CH3:36])C, predict the reaction product. The product is: [CH3:1][C:2]1[C:6]([C:7]2[C:16]3[O:15][CH2:14][C@H:13]([C:17]4[CH:22]=[CH:21][CH:20]=[CH:19][N:18]=4)[N:12]4[C:36]([C@@H:34]([OH:38])[CH2:37][OH:29])=[N:24][C:10]([C:11]=34)=[CH:9][CH:8]=2)=[C:5]([CH3:27])[O:4][N:3]=1.